This data is from Peptide-MHC class I binding affinity with 185,985 pairs from IEDB/IMGT. The task is: Regression. Given a peptide amino acid sequence and an MHC pseudo amino acid sequence, predict their binding affinity value. This is MHC class I binding data. The peptide sequence is TVGYMYIMK. The MHC is HLA-B08:02 with pseudo-sequence HLA-B08:02. The binding affinity (normalized) is 0.0847.